From a dataset of Reaction yield outcomes from USPTO patents with 853,638 reactions. Predict the reaction yield, written as a fraction of the theoretical maximum amount of product (1.0 means a 100% yield; for example, 0.34 means a 34% yield). The reactants are [CH2:1]([C:5]1[C:9]([CH2:10][O:11][C:12]2[CH:20]=[CH:19][C:15]([C:16]([OH:18])=O)=[CH:14][N:13]=2)=[C:8]([CH3:21])[O:7][N:6]=1)[CH2:2][CH2:3][CH3:4].[CH3:22][N:23]1[CH:27]=[CH:26][C:25]([NH2:28])=[N:24]1. No catalyst specified. The product is [CH2:1]([C:5]1[C:9]([CH2:10][O:11][C:12]2[CH:20]=[CH:19][C:15]([C:16]([NH:28][C:25]3[CH:26]=[CH:27][N:23]([CH3:22])[N:24]=3)=[O:18])=[CH:14][N:13]=2)=[C:8]([CH3:21])[O:7][N:6]=1)[CH2:2][CH2:3][CH3:4]. The yield is 0.550.